This data is from Full USPTO retrosynthesis dataset with 1.9M reactions from patents (1976-2016). The task is: Predict the reactants needed to synthesize the given product. (1) Given the product [NH2:1][C:2]1[C:3]([Cl:11])=[N:4][CH:5]=[CH:6][C:7]=1[CH:8]([OH:10])[CH3:9], predict the reactants needed to synthesize it. The reactants are: [NH2:1][C:2]1[C:3]([Cl:11])=[N:4][CH:5]=[CH:6][C:7]=1[C:8](=[O:10])[CH3:9].[BH4-].[Na+]. (2) Given the product [F:47][C:2]([F:1])([F:46])[C@H:3]1[CH2:4][CH2:5][C@H:6]([NH:9][C:10]([C:12]2[C:39]([C:40]34[CH2:45][CH:44]3[CH2:43][NH:42][CH2:41]4)=[CH:38][C:15]3[N:16]([CH3:37])[C:17]([NH:19][C:20]4[C:25]([Cl:26])=[CH:24][CH:23]=[C:22]([CH2:27][NH2:28])[C:21]=4[Cl:36])=[N:18][C:14]=3[CH:13]=2)=[O:11])[CH2:7][CH2:8]1, predict the reactants needed to synthesize it. The reactants are: [F:1][C:2]([F:47])([F:46])[C@H:3]1[CH2:8][CH2:7][C@H:6]([NH:9][C:10]([C:12]2[C:39]([C:40]34[CH2:45][CH:44]3[CH2:43][NH:42][CH2:41]4)=[CH:38][C:15]3[N:16]([CH3:37])[C:17]([NH:19][C:20]4[C:25]([Cl:26])=[CH:24][CH:23]=[C:22]([CH2:27][NH:28]C(OC(C)(C)C)=O)[C:21]=4[Cl:36])=[N:18][C:14]=3[CH:13]=2)=[O:11])[CH2:5][CH2:4]1.Cl. (3) Given the product [CH3:1][Si:2]([C:7]1[CH:12]=[CH:11][CH:10]=[CH:9][CH:8]=1)([O:3][CH2:4][CH2:20][CH2:19][CH2:18][CH2:17][CH2:16][CH2:15][CH3:14])[O:5][CH2:6][CH2:14][CH2:15][CH2:16][CH2:17][CH2:18][CH2:19][CH3:20], predict the reactants needed to synthesize it. The reactants are: [CH3:1][Si:2]([C:7]1[CH:12]=[CH:11][CH:10]=[CH:9][CH:8]=1)([O:5][CH3:6])[O:3][CH3:4].C(O)[CH2:14][CH2:15][CH2:16][CH2:17][CH2:18][CH2:19][CH3:20]. (4) Given the product [NH2:28][C:14]1[N:15]=[CH:16][C:17]([C:30]2[CH:31]=[N:32][N:33]([CH:35]3[CH2:36][C:37]4([CH2:43][CH2:42][N:41]([C:44]([O:46][C:47]([CH3:50])([CH3:49])[CH3:48])=[O:45])[CH2:40][CH2:39]4)[CH2:38]3)[CH:34]=2)=[CH:18][C:13]=1[O:12][C@@H:10]([C:3]1[C:4]([Cl:9])=[CH:5][CH:6]=[C:7]([F:8])[C:2]=1[Cl:1])[CH3:11], predict the reactants needed to synthesize it. The reactants are: [Cl:1][C:2]1[C:7]([F:8])=[CH:6][CH:5]=[C:4]([Cl:9])[C:3]=1[C@H:10]([O:12][C:13]1[C:14]([NH2:28])=[N:15][CH:16]=[C:17](B2OC(C)(C)C(C)(C)O2)[CH:18]=1)[CH3:11].I[C:30]1[CH:31]=[N:32][N:33]([CH:35]2[CH2:38][C:37]3([CH2:43][CH2:42][N:41]([C:44]([O:46][C:47]([CH3:50])([CH3:49])[CH3:48])=[O:45])[CH2:40][CH2:39]3)[CH2:36]2)[CH:34]=1.N#N.C([O-])([O-])=O.[Na+].[Na+]. (5) Given the product [NH:43]1[CH2:44][CH2:45][CH2:46][CH2:47][CH:42]1[CH2:41][NH:40][C:38]([C:10]1[N:11]=[C:12]([N:22]2[CH2:27][CH2:26][N:25]([C:28]3[C:33]([C:34]([F:37])([F:35])[F:36])=[CH:32][CH:31]=[CH:30][N:29]=3)[CH2:24][CH2:23]2)[NH:13][C:9]=1[C:6]1[CH:7]=[CH:8][C:3]([C:2]([F:56])([F:1])[F:55])=[CH:4][CH:5]=1)=[O:39], predict the reactants needed to synthesize it. The reactants are: [F:1][C:2]([F:56])([F:55])[C:3]1[CH:8]=[CH:7][C:6]([C:9]2[N:13](COCC[Si](C)(C)C)[C:12]([N:22]3[CH2:27][CH2:26][N:25]([C:28]4[C:33]([C:34]([F:37])([F:36])[F:35])=[CH:32][CH:31]=[CH:30][N:29]=4)[CH2:24][CH2:23]3)=[N:11][C:10]=2[C:38]([NH:40][CH2:41][CH:42]2[CH2:47][CH2:46][CH2:45][CH2:44][N:43]2C(OC(C)(C)C)=O)=[O:39])=[CH:5][CH:4]=1. (6) The reactants are: [Cl:1][C:2]1[CH:7]=[CH:6][C:5]([C:8]2[C:14]3[CH:15]=[C:16]([O:19][CH3:20])[CH:17]=[CH:18][C:13]=3[N:12]3[C:21]([CH3:24])=[N:22][N:23]=[C:11]3[C@H:10]([CH2:25][C:26](O)=[O:27])[N:9]=2)=[CH:4][CH:3]=1.CCN=C=NCCCN(C)C.C1C=CC2N(O)N=NC=2C=1.[NH2:50][CH2:51][CH2:52][O:53][C:54]1[CH:55]=[CH:56][C:57]2[N:63]3[C:64]([CH3:67])=[N:65][N:66]=[C:62]3[C@H:61]([CH2:68][C:69]([NH:71][CH2:72][CH3:73])=[O:70])[N:60]=[C:59]([C:74]3[CH:79]=[CH:78][C:77]([Cl:80])=[CH:76][CH:75]=3)[C:58]=2[CH:81]=1. Given the product [Cl:80][C:77]1[CH:76]=[CH:75][C:74]([C:59]2[C:58]3[CH:81]=[C:54]([O:53][CH2:52][CH2:51][NH:50][C:26](=[O:27])[CH2:25][C@@H:10]4[N:9]=[C:8]([C:5]5[CH:6]=[CH:7][C:2]([Cl:1])=[CH:3][CH:4]=5)[C:14]5[CH:15]=[C:16]([O:19][CH3:20])[CH:17]=[CH:18][C:13]=5[N:12]5[C:21]([CH3:24])=[N:22][N:23]=[C:11]45)[CH:55]=[CH:56][C:57]=3[N:63]3[C:64]([CH3:67])=[N:65][N:66]=[C:62]3[C@H:61]([CH2:68][C:69]([NH:71][CH2:72][CH3:73])=[O:70])[N:60]=2)=[CH:79][CH:78]=1, predict the reactants needed to synthesize it. (7) Given the product [C:10]([O:9][C:7](=[O:8])[CH2:6][CH2:5][C@H:4]([NH:14][C:15]([C:17]1[CH:21]=[C:20]([O:22][CH2:23][C:24](=[O:29])[C:25]([CH3:26])([CH3:27])[CH3:28])[N:19]([C:30]2[CH:35]=[CH:34][CH:33]=[CH:32][CH:31]=2)[N:18]=1)=[O:16])[C:3]([OH:36])=[O:2])([CH3:11])([CH3:12])[CH3:13], predict the reactants needed to synthesize it. The reactants are: C[O:2][C:3](=[O:36])[C@@H:4]([NH:14][C:15]([C:17]1[CH:21]=[C:20]([O:22][CH2:23][C:24](=[O:29])[C:25]([CH3:28])([CH3:27])[CH3:26])[N:19]([C:30]2[CH:35]=[CH:34][CH:33]=[CH:32][CH:31]=2)[N:18]=1)=[O:16])[CH2:5][CH2:6][C:7]([O:9][C:10]([CH3:13])([CH3:12])[CH3:11])=[O:8].[OH-].[Na+].Cl. (8) Given the product [Cl:14][C:15]1[C:16]([N:21]2[CH2:22][CH2:23][N:24]([C:2]3[NH:6][C:5]4[CH:7]=[C:8]([Cl:12])[C:9]([Cl:11])=[CH:10][C:4]=4[N:3]=3)[CH2:25][CH2:26]2)=[N:17][CH:18]=[CH:19][CH:20]=1, predict the reactants needed to synthesize it. The reactants are: Cl[C:2]1[NH:6][C:5]2[CH:7]=[C:8]([Cl:12])[C:9]([Cl:11])=[CH:10][C:4]=2[N:3]=1.Cl.[Cl:14][C:15]1[C:16]([N:21]2[CH2:26][CH2:25][NH:24][CH2:23][CH2:22]2)=[N:17][CH:18]=[CH:19][CH:20]=1.C(N(CC)C(C)C)(C)C. (9) Given the product [C:1]([CH:3]=[C:19]1[CH2:22][N:21]([C:23]([O:25][C:26]([CH3:29])([CH3:28])[CH3:27])=[O:24])[CH2:20]1)#[N:2], predict the reactants needed to synthesize it. The reactants are: [C:1]([CH2:3]P(=O)(OCC)OCC)#[N:2].CC(C)([O-])C.[K+].O=[C:19]1[CH2:22][N:21]([C:23]([O:25][C:26]([CH3:29])([CH3:28])[CH3:27])=[O:24])[CH2:20]1.O.